From a dataset of Reaction yield outcomes from USPTO patents with 853,638 reactions. Predict the reaction yield, written as a fraction of the theoretical maximum amount of product (1.0 means a 100% yield; for example, 0.34 means a 34% yield). (1) The catalyst is CN(C)C=O.CCCCCC.O.C(OCC)C. The reactants are [OH:1][C:2]1[CH:11]=[C:10]2[C:5]([CH2:6][CH2:7][C:8](=[O:12])[NH:9]2)=[CH:4][CH:3]=1.C(=O)([O-])[O-].[K+].[K+].[F:19][C:20]([F:26])([F:25])[S:21](Cl)(=[O:23])=[O:22].C(OCC)(=O)C. The product is [F:19][C:20]([F:26])([F:25])[S:21]([O:1][C:2]1[CH:11]=[C:10]2[C:5]([CH2:6][CH2:7][C:8](=[O:12])[NH:9]2)=[CH:4][CH:3]=1)(=[O:23])=[O:22]. The yield is 0.690. (2) The reactants are [F:1][C:2]1[CH:3]=[C:4]([N:8]2[C:12]([NH2:13])=[C:11]3[CH2:14][CH2:15][CH2:16][C:10]3=[N:9]2)[CH:5]=[CH:6][CH:7]=1.C(Cl)Cl.[C:20](N1C=CN=C1)(N1C=CN=C1)=[O:21].Cl.Cl.[CH3:34][O:35][CH2:36][CH2:37][N:38]1[CH2:42][C@@H:41]([C:43]2[CH:48]=[CH:47][CH:46]=[CH:45][CH:44]=2)[C@H:40]([NH2:49])[CH2:39]1. No catalyst specified. The product is [F:1][C:2]1[CH:3]=[C:4]([N:8]2[C:12]([NH:13][C:20]([NH:49][C@H:40]3[C@H:41]([C:43]4[CH:48]=[CH:47][CH:46]=[CH:45][CH:44]=4)[CH2:42][N:38]([CH2:37][CH2:36][O:35][CH3:34])[CH2:39]3)=[O:21])=[C:11]3[CH2:14][CH2:15][CH2:16][C:10]3=[N:9]2)[CH:5]=[CH:6][CH:7]=1. The yield is 0.330. (3) The reactants are [CH2:1]([O:8][C:9]1[C:10]([OH:15])=[N:11][CH:12]=[CH:13][CH:14]=1)[C:2]1[CH:7]=[CH:6][CH:5]=[CH:4][CH:3]=1.[OH-].[K+].[CH3:18]I. The catalyst is CS(C)=O. The product is [CH2:1]([O:8][C:9]1[C:10](=[O:15])[N:11]([CH3:18])[CH:12]=[CH:13][CH:14]=1)[C:2]1[CH:3]=[CH:4][CH:5]=[CH:6][CH:7]=1. The yield is 0.930. (4) The reactants are [OH:1][C:2]([CH3:34])([CH3:33])[CH2:3][C@@:4]1([C:27]2[CH:32]=[CH:31][CH:30]=[CH:29][CH:28]=2)[O:9][C:8](=[O:10])[N:7]([C@H:11]([C:13]2[CH:18]=[CH:17][C:16]([C:19]3[CH:26]=[CH:25][C:22]([C:23]#[N:24])=[CH:21][N:20]=3)=[CH:15][CH:14]=2)[CH3:12])[CH2:6][CH2:5]1.OO.C([O-])([O-])=[O:38].[K+].[K+]. The catalyst is CS(C)=O. The product is [OH:1][C:2]([CH3:33])([CH3:34])[CH2:3][C@@:4]1([C:27]2[CH:28]=[CH:29][CH:30]=[CH:31][CH:32]=2)[O:9][C:8](=[O:10])[N:7]([C@H:11]([C:13]2[CH:18]=[CH:17][C:16]([C:19]3[CH:26]=[CH:25][C:22]([C:23]([NH2:24])=[O:38])=[CH:21][N:20]=3)=[CH:15][CH:14]=2)[CH3:12])[CH2:6][CH2:5]1. The yield is 0.450. (5) The reactants are [CH3:1][S:2]([C:5]1[N:10]=[CH:9][C:8]([O:11][C:12]2[CH:13]=[C:14]3[C:18](=[CH:19][CH:20]=2)[NH:17][C:16]([C:21]2[S:22][CH:23]([CH2:26][C:27]([OH:29])=O)[CH2:24][N:25]=2)=[CH:15]3)=[CH:7][CH:6]=1)(=[O:4])=[O:3].O.ON1C2C=CC=CC=2N=N1.Cl.C(N=C=NCCCN(C)C)C.[NH:53]1[CH2:58][CH2:57][O:56][CH2:55][CH2:54]1. The catalyst is CN(C)C=O.CCCCCC.C(OCC)(=O)C.CO.O. The product is [CH3:1][S:2]([C:5]1[N:10]=[CH:9][C:8]([O:11][C:12]2[CH:13]=[C:14]3[C:18](=[CH:19][CH:20]=2)[NH:17][C:16]([C:21]2[S:22][CH:23]([CH2:26][C:27]([N:53]4[CH2:58][CH2:57][O:56][CH2:55][CH2:54]4)=[O:29])[CH2:24][N:25]=2)=[CH:15]3)=[CH:7][CH:6]=1)(=[O:3])=[O:4]. The yield is 0.610. (6) The reactants are Br[C:2]1[CH:14]=[CH:13][C:5]2[O:6][C:7]3[CH:12]=[CH:11][CH:10]=[CH:9][C:8]=3[C:4]=2[CH:3]=1.C([Li])CCC.[B:20](OC)([O:23]C)[O:21]C.Cl. The catalyst is CCCCCC.O1CCCC1. The product is [CH:3]1[C:4]2[C:8]3[CH:9]=[CH:10][CH:11]=[CH:12][C:7]=3[O:6][C:5]=2[CH:13]=[CH:14][C:2]=1[B:20]([OH:23])[OH:21]. The yield is 0.720. (7) The reactants are Br[C:2]1[C:7](=[O:8])[CH:6]=[CH:5][N:4]([C:9]2[CH:14]=[CH:13][CH:12]=[C:11]([C:15]([F:18])([F:17])[F:16])[CH:10]=2)[N:3]=1.[C:19]1([C:25]2[S:26][CH:27]=[CH:28][C:29]=2B(O)O)[CH:24]=[CH:23][CH:22]=[CH:21][CH:20]=1.C([O-])([O-])=O.[Na+].[Na+]. The catalyst is COCCOC.O.C1C=CC([P]([Pd]([P](C2C=CC=CC=2)(C2C=CC=CC=2)C2C=CC=CC=2)([P](C2C=CC=CC=2)(C2C=CC=CC=2)C2C=CC=CC=2)[P](C2C=CC=CC=2)(C2C=CC=CC=2)C2C=CC=CC=2)(C2C=CC=CC=2)C2C=CC=CC=2)=CC=1. The product is [C:19]1([C:25]2[S:26][CH:27]=[CH:28][C:29]=2[C:2]2[C:7](=[O:8])[CH:6]=[CH:5][N:4]([C:9]3[CH:14]=[CH:13][CH:12]=[C:11]([C:15]([F:18])([F:17])[F:16])[CH:10]=3)[N:3]=2)[CH:20]=[CH:21][CH:22]=[CH:23][CH:24]=1. The yield is 0.230. (8) The reactants are Cl[CH2:2][C:3]1[C:4]([CH3:9])=[N:5][CH:6]=[CH:7][CH:8]=1.C([O-])([O-])=O.[K+].[K+].[Cl:16][C:17]1[CH:22]=[CH:21][C:20]([CH:23]([C:36]2[CH:41]=[CH:40][CH:39]=[CH:38][CH:37]=2)[NH:24][C:25](=[O:35])[CH2:26][C:27]2[CH:32]=[CH:31][C:30]([OH:33])=[C:29]([CH3:34])[CH:28]=2)=[C:19]([CH3:42])[CH:18]=1. The catalyst is CC#N. The product is [Cl:16][C:17]1[CH:22]=[CH:21][C:20]([CH:23]([C:36]2[CH:37]=[CH:38][CH:39]=[CH:40][CH:41]=2)[NH:24][C:25](=[O:35])[CH2:26][C:27]2[CH:32]=[CH:31][C:30]([O:33][CH2:2][C:3]3[C:4]([CH3:9])=[N:5][CH:6]=[CH:7][CH:8]=3)=[C:29]([CH3:34])[CH:28]=2)=[C:19]([CH3:42])[CH:18]=1. The yield is 0.540. (9) The reactants are [CH2:1]([N:5]1[CH:9]=[C:8]([C:10]2[CH:15]=[CH:14][C:13]([Cl:16])=[CH:12][C:11]=2[Cl:17])[N:7]=[C:6]1[C@@H:18]([NH:27][C:28]([C@H:30]1[CH2:35][CH2:34][C@H:33]([CH2:36][CH3:37])[CH2:32][CH2:31]1)=[O:29])[CH2:19][C:20]1[CH:25]=[CH:24][C:23]([OH:26])=[CH:22][CH:21]=1)[C:2]#[C:3][CH3:4].Br[CH2:39][C:40]1[CH:49]=[CH:48][C:43]([C:44]([O:46]C)=[O:45])=[CH:42][CH:41]=1. No catalyst specified. The product is [CH2:1]([N:5]1[CH:9]=[C:8]([C:10]2[CH:15]=[CH:14][C:13]([Cl:16])=[CH:12][C:11]=2[Cl:17])[N:7]=[C:6]1[C@@H:18]([NH:27][C:28]([C@H:30]1[CH2:35][CH2:34][C@H:33]([CH2:36][CH3:37])[CH2:32][CH2:31]1)=[O:29])[CH2:19][C:20]1[CH:21]=[CH:22][C:23]([O:26][CH2:39][C:40]2[CH:49]=[CH:48][C:43]([C:44]([OH:46])=[O:45])=[CH:42][CH:41]=2)=[CH:24][CH:25]=1)[C:2]#[C:3][CH3:4]. The yield is 0.680.